From a dataset of Reaction yield outcomes from USPTO patents with 853,638 reactions. Predict the reaction yield, written as a fraction of the theoretical maximum amount of product (1.0 means a 100% yield; for example, 0.34 means a 34% yield). (1) The reactants are [CH3:1][O:2][C:3]1[CH:4]=[CH:5][C:6]2[C:11](=[O:12])[N:10]([CH2:13][C:14]([OH:16])=O)[N:9]=[N:8][C:7]=2[CH:17]=1.[C:18]1([CH3:27])[CH:23]=[CH:22][C:21]([C@@H:24]([NH2:26])[CH3:25])=[CH:20][CH:19]=1. No catalyst specified. The product is [CH3:1][O:2][C:3]1[CH:4]=[CH:5][C:6]2[C:11](=[O:12])[N:10]([CH2:13][C:14]([NH:26][C@H:24]([C:21]3[CH:22]=[CH:23][C:18]([CH3:27])=[CH:19][CH:20]=3)[CH3:25])=[O:16])[N:9]=[N:8][C:7]=2[CH:17]=1. The yield is 0.780. (2) The reactants are Br[C:2]1[CH:11]=[N:10][CH:9]=[CH:8][C:3]=1[C:4]([O:6]C)=[O:5].[NH2:12][C:13]1[C:21]2[C:16](=[CH:17][CH:18]=[C:19]([F:22])[CH:20]=2)[N:15]([CH3:23])[N:14]=1. No catalyst specified. The product is [F:22][C:19]1[CH:20]=[C:21]2[C:16](=[CH:17][CH:18]=1)[N:15]([CH3:23])[N:14]=[C:13]2[NH:12][C:2]1[CH:11]=[N:10][CH:9]=[CH:8][C:3]=1[C:4]([OH:6])=[O:5]. The yield is 0.230. (3) The reactants are [Cl:1][C:2]1[CH:8]=[CH:7][C:5]([NH2:6])=[CH:4][C:3]=1[N+:9]([O-:11])=[O:10].[C:12](OC(=O)C)(=[O:14])[CH3:13]. The product is [Cl:1][C:2]1[CH:8]=[CH:7][C:5]([NH:6][C:12](=[O:14])[CH3:13])=[CH:4][C:3]=1[N+:9]([O-:11])=[O:10]. The catalyst is C(Cl)Cl. The yield is 1.00.